Task: Predict the product of the given reaction.. Dataset: Forward reaction prediction with 1.9M reactions from USPTO patents (1976-2016) (1) Given the reactants [Cl:1][C:2]1[CH:3]=[CH:4][C:5]2[NH:9][C:8](=[O:10])[N:7]([CH3:11])[C:6]=2[CH:12]=1.Cl[CH2:14][C:15]([N:17]1[CH2:22][CH2:21][N:20]([C:23]2[CH:28]=[CH:27][C:26]([Cl:29])=[C:25]([O:30][CH3:31])[CH:24]=2)[CH2:19][CH2:18]1)=[O:16].C(=O)([O-])[O-].[Cs+].[Cs+], predict the reaction product. The product is: [Cl:1][C:2]1[CH:3]=[CH:4][C:5]2[N:9]([CH2:14][C:15]([N:17]3[CH2:18][CH2:19][N:20]([C:23]4[CH:28]=[CH:27][C:26]([Cl:29])=[C:25]([O:30][CH3:31])[CH:24]=4)[CH2:21][CH2:22]3)=[O:16])[C:8](=[O:10])[N:7]([CH3:11])[C:6]=2[CH:12]=1. (2) Given the reactants [CH3:1][C:2]1[C:7]([CH3:8])=[CH:6][C:5]([CH3:9])=[CH:4][C:3]=1[OH:10].Br[CH2:12][C:13]([O:15][CH2:16][CH3:17])=[O:14], predict the reaction product. The product is: [CH3:1][C:2]1[C:7]([CH3:8])=[CH:6][C:5]([CH3:9])=[CH:4][C:3]=1[O:10][CH2:12][C:13]([O:15][CH2:16][CH3:17])=[O:14]. (3) Given the reactants Br[C:2]1[CH:3]=[CH:4][C:5]2[N:9]=[CH:8][N:7]([C:10]3[CH:15]=[CH:14][C:13]([F:16])=[CH:12][C:11]=3[F:17])[C:6]=2[CH:18]=1.[F:19][C:20]1[CH:25]=[CH:24][C:23]([N:26]2[C:30](B(O)O)=[CH:29][CH:28]=[N:27]2)=[CH:22][CH:21]=1, predict the reaction product. The product is: [F:17][C:11]1[CH:12]=[C:13]([F:16])[CH:14]=[CH:15][C:10]=1[N:7]1[C:6]2[CH:18]=[C:2]([C:30]3[N:26]([C:23]4[CH:24]=[CH:25][C:20]([F:19])=[CH:21][CH:22]=4)[N:27]=[CH:28][CH:29]=3)[CH:3]=[CH:4][C:5]=2[N:9]=[CH:8]1.